Predict the product of the given reaction. From a dataset of Forward reaction prediction with 1.9M reactions from USPTO patents (1976-2016). (1) Given the reactants [Br:1][C:2]1[CH:11]=[CH:10][CH:9]=[C:8]2[C:3]=1[CH:4]=[C:5]([CH3:27])[C:6]([C:20](=[O:26])[C:21]([O:23][CH2:24][CH3:25])=[O:22])=[C:7]2OS(C(F)(F)F)(=O)=O.[Cl:28][C:29]1[CH:34]=[CH:33][C:32](B(O)O)=[CH:31][CH:30]=1.C(=O)([O-])[O-].[K+].[K+], predict the reaction product. The product is: [Br:1][C:2]1[CH:11]=[CH:10][CH:9]=[C:8]2[C:3]=1[CH:4]=[C:5]([CH3:27])[C:6]([C:20](=[O:26])[C:21]([O:23][CH2:24][CH3:25])=[O:22])=[C:7]2[C:32]1[CH:33]=[CH:34][C:29]([Cl:28])=[CH:30][CH:31]=1. (2) The product is: [CH3:9][C:4]1[CH:3]=[C:2]([C:12]#[C:11][CH2:10][N:13]2[CH2:18][CH2:17][O:16][CH2:15][CH2:14]2)[CH:8]=[CH:7][C:5]=1[NH2:6]. Given the reactants I[C:2]1[CH:8]=[CH:7][C:5]([NH2:6])=[C:4]([CH3:9])[CH:3]=1.[CH2:10]([N:13]1[CH2:18][CH2:17][O:16][CH2:15][CH2:14]1)[C:11]#[CH:12], predict the reaction product. (3) Given the reactants [NH2:1][C:2]1[CH:7]=[CH:6][CH:5]=[C:4]([CH3:8])[C:3]=1[C:9]1[C:10]2[CH:17]=[C:16]([CH2:18][O:19][C:20]3[CH:25]=[CH:24][C:23]([C@@H:26]([C:33]#[C:34][CH3:35])[CH2:27][C:28]([O:30][CH2:31][CH3:32])=[O:29])=[CH:22][CH:21]=3)[CH:15]=[CH:14][C:11]=2[S:12][CH:13]=1.[CH3:36][S:37](Cl)(=[O:39])=[O:38], predict the reaction product. The product is: [CH3:8][C:4]1[CH:5]=[CH:6][CH:7]=[C:2]([NH:1][S:37]([CH3:36])(=[O:39])=[O:38])[C:3]=1[C:9]1[C:10]2[CH:17]=[C:16]([CH2:18][O:19][C:20]3[CH:21]=[CH:22][C:23]([C@@H:26]([C:33]#[C:34][CH3:35])[CH2:27][C:28]([O:30][CH2:31][CH3:32])=[O:29])=[CH:24][CH:25]=3)[CH:15]=[CH:14][C:11]=2[S:12][CH:13]=1. (4) Given the reactants Cl[C:2]1[N:11]=[C:10]([NH:12][C:13]2[CH:18]=[CH:17][CH:16]=[CH:15][CH:14]=2)[C:9]2[C:4](=[CH:5][CH:6]=[CH:7][CH:8]=2)[N:3]=1.[CH3:19][C:20]1[CH:24]=[C:23]([CH3:25])[NH:22][N:21]=1, predict the reaction product. The product is: [CH3:19][C:20]1[CH:24]=[C:23]([CH3:25])[N:22]([C:2]2[N:11]=[C:10]([NH:12][C:13]3[CH:18]=[CH:17][CH:16]=[CH:15][CH:14]=3)[C:9]3[C:4](=[CH:5][CH:6]=[CH:7][CH:8]=3)[N:3]=2)[N:21]=1. (5) Given the reactants [CH3:1][C:2](=[N:4][OH:5])C.CC([O-])(C)C.[K+].[Cl:12][C:13]1[CH:14]=[C:15]([N:24]2[C:32]3[C:27](=[CH:28]C(C#N)=[C:30](F)[CH:31]=3)[C:26]([CH3:36])=[CH:25]2)[CH:16]=[N:17][C:18]=1[O:19][CH2:20][CH:21]([CH3:23])[CH3:22].Cl.C[N:39](C=O)C, predict the reaction product. The product is: [Cl:12][C:13]1[CH:14]=[C:15]([N:24]2[C:32]3[C:27](=[CH:28][C:1]4[C:2]([NH2:39])=[N:4][O:5][C:30]=4[CH:31]=3)[C:26]([CH3:36])=[CH:25]2)[CH:16]=[N:17][C:18]=1[O:19][CH2:20][CH:21]([CH3:23])[CH3:22]. (6) Given the reactants [C:1]([N:8]1[CH2:13][CH2:12][CH:11]([C:14](=O)[CH2:15][C:16]([O:18][CH2:19][CH3:20])=[O:17])[CH2:10][CH2:9]1)([O:3][C:4]([CH3:7])([CH3:6])[CH3:5])=[O:2].[C:22](O)(=O)C(O)=O.[CH:28]1([NH:31][NH2:32])[CH2:30][CH2:29]1.C(C1C=C(NS(C)(=O)=O)C(OC)=C(NC(=O)C2C=CC(C)=C(N3C=C(C4C=NN(C(C)C)C=4C4CC4)N=N3)C=2)C=1)(C)(C)C, predict the reaction product. The product is: [C:1]([N:8]1[CH2:13][CH2:12][CH:11]([C:14]2[N:31]([CH:28]3[CH2:30][CH2:29]3)[N:32]=[CH:22][C:15]=2[C:16]([O:18][CH2:19][CH3:20])=[O:17])[CH2:10][CH2:9]1)([O:3][C:4]([CH3:7])([CH3:6])[CH3:5])=[O:2]. (7) Given the reactants [CH3:1][C:2]([C:12]1[CH:16]=[C:15]([NH:17][C:18](=[O:31])[C:19]([CH3:30])([S:21]([CH:24]2[CH2:29][CH2:28][O:27][CH2:26][CH2:25]2)(=[O:23])=[O:22])[CH3:20])[O:14][N:13]=1)([CH3:11])[CH2:3][O:4]C1CCCCO1.C1(C)C=CC(S([O-])(=O)=O)=CC=1.[NH+]1C=CC=CC=1, predict the reaction product. The product is: [OH:4][CH2:3][C:2]([C:12]1[CH:16]=[C:15]([NH:17][C:18](=[O:31])[C:19]([CH3:30])([S:21]([CH:24]2[CH2:25][CH2:26][O:27][CH2:28][CH2:29]2)(=[O:23])=[O:22])[CH3:20])[O:14][N:13]=1)([CH3:11])[CH3:1]. (8) Given the reactants CS(O[CH2:6][C@H:7]1[O:11][N:10]=[C:9]([C:12]2[CH:17]=[CH:16][C:15]([Br:18])=[CH:14][N:13]=2)[CH2:8]1)(=O)=O.[N-:19]=[N+:20]=[N-:21].[Na+].[Cl-].[Na+], predict the reaction product. The product is: [N:19]([CH2:6][C@H:7]1[O:11][N:10]=[C:9]([C:12]2[CH:17]=[CH:16][C:15]([Br:18])=[CH:14][N:13]=2)[CH2:8]1)=[N+:20]=[N-:21]. (9) The product is: [OH:22][C:10]1([C:23]([F:26])([F:25])[F:24])[CH2:9][C:8]([CH3:27])([CH3:28])[CH2:7][C:6]2[CH:29]=[C:2]([C:30]#[N:31])[CH:3]=[CH:4][C:5]=2[CH:11]1[NH:12][C:13]1[CH:21]=[CH:20][C:19]([CH:11]2[CH2:10][CH2:38][C:37](=[O:36])[N:12]2[CH3:13])=[C:18]2[C:14]=1[CH:15]=[N:16][NH:17]2. Given the reactants Cl[C:2]1[CH:3]=[CH:4][C:5]2[CH:11]([NH:12][C:13]3[CH:21]=[CH:20][CH:19]=[C:18]4[C:14]=3[CH:15]=[N:16][NH:17]4)[C:10]([C:23]([F:26])([F:25])[F:24])([OH:22])[CH2:9][C:8]([CH3:28])([CH3:27])[CH2:7][C:6]=2[CH:29]=1.[C-:30]#[N:31].[Na+].C([O:36][CH2:37][CH3:38])(=O)C.O, predict the reaction product. (10) Given the reactants [NH2:1][C:2]1[CH:7]=[CH:6][C:5]([O:8][C:9](=[O:26])[CH2:10][O:11][CH2:12][CH2:13][O:14][CH2:15][C:16]([O:18][C:19]2[CH:24]=[CH:23][C:22]([NH2:25])=[CH:21][CH:20]=2)=[O:17])=[CH:4][CH:3]=1.Cl[C:28](Cl)([O:30]C(=O)OC(Cl)(Cl)Cl)Cl.[O:39]1CCOC[CH2:40]1, predict the reaction product. The product is: [N:25]([C:22]1[CH:21]=[CH:20][C:19]([O:18][C:16](=[O:17])[CH2:15][O:14][CH2:13][CH2:12][O:11][CH2:10][C:9]([O:8][C:5]2[CH:6]=[CH:7][C:2]([N:1]=[C:40]=[O:39])=[CH:3][CH:4]=2)=[O:26])=[CH:24][CH:23]=1)=[C:28]=[O:30].